From a dataset of Forward reaction prediction with 1.9M reactions from USPTO patents (1976-2016). Predict the product of the given reaction. (1) Given the reactants [OH-].[K+].C(OC([N:8]1[C:14]2[CH:15]=[C:16]([N+:19]([O-:21])=[O:20])[CH:17]=[CH:18][C:13]=2[O:12][CH2:11][CH2:10][CH2:9]1)=O)C, predict the reaction product. The product is: [N+:19]([C:16]1[CH:17]=[CH:18][C:13]2[O:12][CH2:11][CH2:10][CH2:9][NH:8][C:14]=2[CH:15]=1)([O-:21])=[O:20]. (2) Given the reactants [C:1](Cl)(=[O:10])[C:2]1[CH:7]=[CH:6][CH:5]=[C:4]([O:8][CH3:9])[CH:3]=1.[NH2:12][C@@H:13]([CH2:17][CH2:18][CH:19]1[CH2:24][CH2:23][CH2:22][CH2:21][CH2:20]1)[C:14]([OH:16])=O.[CH2:25]([CH2:27][NH2:28])O.[CH2:29]([O:36][C:37]1[CH:38]=[C:39]2[C:43](=[CH:44][CH:45]=1)[NH:42][CH2:41][CH2:40]2)[C:30]1[CH:35]=[CH:34][CH:33]=[CH:32][CH:31]=1, predict the reaction product. The product is: [CH:19]1([CH2:18][CH2:17][C@H:13]([NH:12][C:1](=[O:10])[C:2]2[CH:7]=[CH:6][CH:5]=[C:4]([O:8][CH3:9])[CH:3]=2)[C:14](=[O:16])[NH:28][CH2:27][CH2:25][N:42]2[C:43]3[C:39](=[CH:38][C:37]([O:36][CH2:29][C:30]4[CH:31]=[CH:32][CH:33]=[CH:34][CH:35]=4)=[CH:45][CH:44]=3)[CH2:40][CH2:41]2)[CH2:24][CH2:23][CH2:22][CH2:21][CH2:20]1. (3) Given the reactants [C:1]([O:5][C:6](=[O:34])[CH:7]=[C:8]([C:25]1[S:26][C:27]2[CH:33]=[CH:32][CH:31]=[CH:30][C:28]=2[N:29]=1)[CH2:9][CH2:10][CH2:11][CH2:12][CH2:13][CH2:14][C:15]1[CH:24]=[CH:23][C:22]2[CH2:21][CH2:20][CH2:19][NH:18][C:17]=2[N:16]=1)([CH3:4])([CH3:3])[CH3:2].[H][H], predict the reaction product. The product is: [C:1]([O:5][C:6](=[O:34])[CH2:7][CH:8]([C:25]1[S:26][C:27]2[CH:33]=[CH:32][CH:31]=[CH:30][C:28]=2[N:29]=1)[CH2:9][CH2:10][CH2:11][CH2:12][CH2:13][CH2:14][C:15]1[CH:24]=[CH:23][C:22]2[CH2:21][CH2:20][CH2:19][NH:18][C:17]=2[N:16]=1)([CH3:4])([CH3:2])[CH3:3].